The task is: Predict which catalyst facilitates the given reaction.. This data is from Catalyst prediction with 721,799 reactions and 888 catalyst types from USPTO. (1) Reactant: [C:1]([C:3]1[CH:8]=[CH:7][C:6]([C:9]2([NH:12][C:13]([C:15]3[C:19]([CH2:20][C:21]4[CH:26]=[CH:25][C:24]([C:27]([F:30])([F:29])[F:28])=[CH:23][CH:22]=4)=[C:18]([CH3:31])[S:17][C:16]=3[CH3:32])=[O:14])[CH2:11][CH2:10]2)=[CH:5][CH:4]=1)#[N:2].[N:33]([Sn](CCCC)(CCCC)CCCC)=[N+:34]=[N-:35].CC(O)=O. Product: [CH3:32][C:16]1[S:17][C:18]([CH3:31])=[C:19]([CH2:20][C:21]2[CH:22]=[CH:23][C:24]([C:27]([F:30])([F:29])[F:28])=[CH:25][CH:26]=2)[C:15]=1[C:13]([NH:12][C:9]1([C:6]2[CH:5]=[CH:4][C:3]([C:1]3[N:33]=[N:34][NH:35][N:2]=3)=[CH:8][CH:7]=2)[CH2:11][CH2:10]1)=[O:14]. The catalyst class is: 11. (2) Reactant: [CH2:1]([N:8]1[C:12]2[CH:13]=[CH:14][CH:15]=[C:16]([OH:17])[C:11]=2[NH:10][C:9]1=[O:18])[C:2]1[CH:7]=[CH:6][CH:5]=[CH:4][CH:3]=1.[CH:19]([N:32]1[CH2:35][CH:34](O)[CH2:33]1)([C:26]1[CH:31]=[CH:30][CH:29]=[CH:28][CH:27]=1)[C:20]1[CH:25]=[CH:24][CH:23]=[CH:22][CH:21]=1.C1(P(C2C=CC=CC=2)C2C=CC=CC=2)C=CC=CC=1.N(C(OC(C)C)=O)=NC(OC(C)C)=O. Product: [CH:19]([N:32]1[CH2:35][CH:34]([O:17][C:16]2[C:11]3[NH:10][C:9](=[O:18])[N:8]([CH2:1][C:2]4[CH:3]=[CH:4][CH:5]=[CH:6][CH:7]=4)[C:12]=3[CH:13]=[CH:14][CH:15]=2)[CH2:33]1)([C:26]1[CH:27]=[CH:28][CH:29]=[CH:30][CH:31]=1)[C:20]1[CH:21]=[CH:22][CH:23]=[CH:24][CH:25]=1. The catalyst class is: 1. (3) Reactant: [C:1]1([C:7]2[C:8]([C:13]3[C:14]([C:19]4[CH:24]=[CH:23][CH:22]=[CH:21][CH:20]=4)=[CH:15][CH:16]=[CH:17][CH:18]=3)=[CH:9][CH:10]=[CH:11][CH:12]=2)[CH:6]=[CH:5][CH:4]=[CH:3][CH:2]=1.C1C(=O)N([Br:32])C(=O)C1.CC(N=NC(C#N)(C)C)(C#N)C. Product: [Br:32][C:20]1[CH:21]=[CH:22][CH:23]=[CH:24][C:19]=1[C:14]1[C:13]([C:8]2[C:7]([C:1]3[CH:2]=[CH:3][CH:4]=[CH:5][CH:6]=3)=[CH:12][CH:11]=[CH:10][CH:9]=2)=[CH:18][CH:17]=[CH:16][CH:15]=1. The catalyst class is: 53.